Dataset: Full USPTO retrosynthesis dataset with 1.9M reactions from patents (1976-2016). Task: Predict the reactants needed to synthesize the given product. (1) The reactants are: [Cl:1][C:2]1[N:7]=[C:6]([NH:8][C@H:9]([CH2:14][CH:15]=[CH2:16])[C:10]([CH3:13])([CH3:12])[CH3:11])[C:5]([F:17])=[CH:4][N:3]=1.C[N+]1([O-])CC[O:22]CC1.[OH2:26]. Given the product [Cl:1][C:2]1[N:7]=[C:6]([NH:8][C@@H:9]([C:10]([CH3:11])([CH3:12])[CH3:13])[CH2:14][CH:15]([OH:22])[CH2:16][OH:26])[C:5]([F:17])=[CH:4][N:3]=1, predict the reactants needed to synthesize it. (2) The reactants are: C([Al](CC)CC)C.[CH2:8]=[CH:9][CH2:10][CH2:11][CH2:12][CH3:13].C=CC. Given the product [CH2:8]=[CH:9][CH3:10].[CH2:8]=[CH:9][CH2:10][CH2:11][CH3:12].[CH2:8]=[CH:9][CH2:10][CH2:11][CH2:12][CH3:13], predict the reactants needed to synthesize it.